This data is from Forward reaction prediction with 1.9M reactions from USPTO patents (1976-2016). The task is: Predict the product of the given reaction. Given the reactants [H-].[Na+].Cl[C:4]1[CH:5]=[C:6]([CH:10]=[C:11]([Cl:13])[N:12]=1)[C:7]([OH:9])=[O:8].[CH2:14]([OH:21])[C:15]1[CH:20]=[CH:19][CH:18]=[CH:17][CH:16]=1.I[CH2:23]I.[Cl-].[Na+], predict the reaction product. The product is: [CH3:23][O:9][C:7](=[O:8])[C:6]1[CH:10]=[C:11]([Cl:13])[N:12]=[C:4]([O:21][CH2:14][C:15]2[CH:20]=[CH:19][CH:18]=[CH:17][CH:16]=2)[CH:5]=1.